This data is from Reaction yield outcomes from USPTO patents with 853,638 reactions. The task is: Predict the reaction yield, written as a fraction of the theoretical maximum amount of product (1.0 means a 100% yield; for example, 0.34 means a 34% yield). (1) The reactants are [C:1]([C:3]1[C:7]([CH3:8])=[C:6]([CH3:9])[S:5][C:4]=1[NH:10][C:11]([NH:13]C(=O)C1C=CC=CC=1)=[O:12])#[N:2].[CH3:22]I. No catalyst specified. The product is [CH3:22][O:12][C:11]1[N:13]=[C:1]([NH2:2])[C:3]2[C:7]([CH3:8])=[C:6]([CH3:9])[S:5][C:4]=2[N:10]=1. The yield is 0.860. (2) The reactants are [CH3:1][C:2]1[S:11][C:10]2[C:9](=[O:12])[C:8]3[CH:13]=[CH:14][CH:15]=[CH:16][C:7]=3[NH:6][C:5](=O)[C:4]=2[CH:3]=1.[CH2:18]([C@H:26]1[CH2:31][NH:30][CH2:29][CH2:28][NH:27]1)[CH2:19][C:20]1[CH:25]=[CH:24][CH:23]=[CH:22][CH:21]=1. The catalyst is P(Cl)(Cl)(Cl)=O.C(=O)(O)[O-].[Na+]. The product is [NH3:6].[CH3:1][C:2]1[S:11][C:10]2[C:9](=[O:12])[C:8]3[CH:13]=[CH:14][CH:15]=[CH:16][C:7]=3[N:6]=[C:5]([N:30]3[CH2:29][CH2:28][NH:27][C@@H:26]([CH2:18][CH2:19][C:20]4[CH:25]=[CH:24][CH:23]=[CH:22][CH:21]=4)[CH2:31]3)[C:4]=2[CH:3]=1. The yield is 0.0300. (3) The reactants are [NH2:1][CH2:2][CH2:3][C:4]#[N:5].C(N(CC)CC)C.FC(F)(F)S(O[Si:19]([CH3:22])([CH3:21])[CH3:20])(=O)=O. The catalyst is C1(C)C=CC=CC=1. The product is [CH3:20][Si:19]([N:5]([Si:19]([CH3:22])([CH3:21])[CH3:20])[CH2:4][CH2:3][C:2]#[N:1])([CH3:22])[CH3:21]. The yield is 0.900. (4) The reactants are [N:1]1[CH:6]=[CH:5][CH:4]=[CH:3][C:2]=1[C:7]1[C:11]([CH2:12][O:13][C:14]2[CH:22]=[CH:21][C:17]([C:18]([OH:20])=O)=[CH:16][N:15]=2)=[CH:10][O:9][N:8]=1.[NH2:23][CH2:24][CH:25]1[CH2:27][CH2:26]1. No catalyst specified. The product is [CH:25]1([CH2:24][NH:23][C:18](=[O:20])[C:17]2[CH:21]=[CH:22][C:14]([O:13][CH2:12][C:11]3[C:7]([C:2]4[CH:3]=[CH:4][CH:5]=[CH:6][N:1]=4)=[N:8][O:9][CH:10]=3)=[N:15][CH:16]=2)[CH2:27][CH2:26]1. The yield is 0.970. (5) The reactants are O=P12OP3(OP(OP(O3)(O1)=O)(=O)O2)=O.[O:15]=[C:16]1[CH:25]=[CH:24][C:23]2[C:18](=[CH:19][CH:20]=[CH:21][CH:22]=2)[N:17]1[CH2:26][CH2:27][C:28]([OH:30])=O.N. No catalyst specified. The product is [C:28]1(=[O:30])[C:19]2[C:18]3=[C:23]([CH:24]=[CH:25][C:16](=[O:15])[N:17]3[CH2:26][CH2:27]1)[CH:22]=[CH:21][CH:20]=2. The yield is 0.680. (6) The reactants are FC1C=C2C(C(I)=CN2S(C2C=CC=CC=2)(=O)=O)=CC=1.C1(S([N:30]2[C:38]3[C:33](=[CH:34][CH:35]=[C:36]([F:39])[CH:37]=3)[C:32]([C:40]3[CH:41]=[CH:42][C:43]4[O:47][C:46]([CH2:48][N:49]5[CH2:54][CH2:53][O:52][CH2:51][CH2:50]5)=[N:45][C:44]=4[CH:55]=3)=[CH:31]2)(=O)=O)C=CC=CC=1. No catalyst specified. The product is [F:39][C:36]1[CH:37]=[C:38]2[C:33]([C:32]([C:40]3[CH:41]=[CH:42][C:43]4[O:47][C:46]([CH2:48][N:49]5[CH2:54][CH2:53][O:52][CH2:51][CH2:50]5)=[N:45][C:44]=4[CH:55]=3)=[CH:31][NH:30]2)=[CH:34][CH:35]=1. The yield is 0.420. (7) The reactants are [F:1][C:2]1[C:9]([OH:10])=[CH:8][CH:7]=[CH:6][C:3]=1[C:4]#[N:5].[H-].[Na+].FC(F)(F)S(O[CH2:19][C:20]([F:23])([F:22])[F:21])(=O)=O.O. The catalyst is CN(C=O)C.[Cl-].[Na+].O. The product is [F:1][C:2]1[C:9]([O:10][CH2:19][C:20]([F:23])([F:22])[F:21])=[CH:8][CH:7]=[CH:6][C:3]=1[C:4]#[N:5]. The yield is 0.810.